Dataset: Peptide-MHC class I binding affinity with 185,985 pairs from IEDB/IMGT. Task: Regression. Given a peptide amino acid sequence and an MHC pseudo amino acid sequence, predict their binding affinity value. This is MHC class I binding data. (1) The peptide sequence is RVSRPTTVV. The MHC is HLA-A68:02 with pseudo-sequence HLA-A68:02. The binding affinity (normalized) is 0.510. (2) The peptide sequence is LNMETLNMTM. The MHC is HLA-A02:06 with pseudo-sequence HLA-A02:06. The binding affinity (normalized) is 0.412. (3) The MHC is HLA-A02:02 with pseudo-sequence HLA-A02:02. The binding affinity (normalized) is 0.191. The peptide sequence is KRQEILDLWVY. (4) The peptide sequence is KMKDPKMYH. The MHC is HLA-A02:03 with pseudo-sequence HLA-A02:03. The binding affinity (normalized) is 0.0847.